This data is from NCI-60 drug combinations with 297,098 pairs across 59 cell lines. The task is: Regression. Given two drug SMILES strings and cell line genomic features, predict the synergy score measuring deviation from expected non-interaction effect. (1) Drug 1: C1=C(C(=O)NC(=O)N1)N(CCCl)CCCl. Drug 2: CC(C1=C(C=CC(=C1Cl)F)Cl)OC2=C(N=CC(=C2)C3=CN(N=C3)C4CCNCC4)N. Cell line: K-562. Synergy scores: CSS=45.3, Synergy_ZIP=-7.65, Synergy_Bliss=-9.41, Synergy_Loewe=-12.2, Synergy_HSA=-8.40. (2) Drug 1: CCCS(=O)(=O)NC1=C(C(=C(C=C1)F)C(=O)C2=CNC3=C2C=C(C=N3)C4=CC=C(C=C4)Cl)F. Drug 2: CC1=C(C(=O)C2=C(C1=O)N3CC4C(C3(C2COC(=O)N)OC)N4)N. Cell line: SF-268. Synergy scores: CSS=38.9, Synergy_ZIP=12.6, Synergy_Bliss=15.2, Synergy_Loewe=-1.37, Synergy_HSA=11.4.